From a dataset of Forward reaction prediction with 1.9M reactions from USPTO patents (1976-2016). Predict the product of the given reaction. (1) Given the reactants N[C:2]1[CH:7]=[CH:6][C:5]([N:8]2[C:12]3=[N:13][CH:14]=[N:15][C:16]([NH2:17])=[C:11]3[CH:10]=[N:9]2)=[CH:4][CH:3]=1.[C:18]([OH:23])(=O)[CH2:19][CH2:20][CH3:21].Cl.C[N:26](C)CCCN=C=NCC.ON1C2C=CC=CC=2N=N1, predict the reaction product. The product is: [NH2:17][C:16]1[N:15]=[CH:14][N:13]=[C:12]2[N:8]([C:5]3[CH:6]=[CH:7][C:2]([CH:19]([CH2:20][CH3:21])[C:18]([NH2:26])=[O:23])=[CH:3][CH:4]=3)[N:9]=[CH:10][C:11]=12. (2) Given the reactants CC(C)([O-])C.[Na+].Br[C:8]1[CH:13]=[CH:12][C:11]([N:14]([C:22]2[CH:27]=[CH:26][C:25]([Br:28])=[CH:24][CH:23]=2)[C:15]2[CH:20]=[CH:19][C:18]([Br:21])=[CH:17][CH:16]=2)=[CH:10][CH:9]=1.[CH2:29]([C:33]1[CH:38]=[CH:37][C:36]([NH:39][C:40]2[CH:45]=[CH:44][C:43]([CH2:46][CH2:47][CH2:48][CH3:49])=[CH:42][CH:41]=2)=[CH:35][CH:34]=1)[CH2:30][CH2:31][CH3:32], predict the reaction product. The product is: [Br:21][C:18]1[CH:19]=[CH:20][C:15]([N:14]([C:22]2[CH:27]=[CH:26][C:25]([Br:28])=[CH:24][CH:23]=2)[C:11]2[CH:12]=[CH:13][C:8]([N:39]([C:40]3[CH:41]=[CH:42][C:43]([CH2:46][CH2:47][CH2:48][CH3:49])=[CH:44][CH:45]=3)[C:36]3[CH:35]=[CH:34][C:33]([CH2:29][CH2:30][CH2:31][CH3:32])=[CH:38][CH:37]=3)=[CH:9][CH:10]=2)=[CH:16][CH:17]=1. (3) Given the reactants [NH2:1][CH:2]([CH3:20])[C:3]([C:5]1[CH:19]=[CH:18][C:8]2[N:9]=[C:10]([C:12]3[CH:17]=[CH:16][CH:15]=[CH:14][CH:13]=3)[O:11][C:7]=2[CH:6]=1)=[O:4].Cl.C(N(CC)CC)C.Cl[C:30]1C=[CH:33][S:32][C:31]=1C(OCC)=O.C1C[O:43]CC1, predict the reaction product. The product is: [CH3:20][CH:2]([NH:1][C:33](=[O:43])[S:32][CH2:31][CH3:30])[C:3](=[O:4])[C:5]1[CH:19]=[CH:18][C:8]2[N:9]=[C:10]([C:12]3[CH:17]=[CH:16][CH:15]=[CH:14][CH:13]=3)[O:11][C:7]=2[CH:6]=1. (4) Given the reactants [CH3:1][CH2:2][N:3]1[C:7](=[O:8])[C:6]([C:15]2[CH:16]=[CH:17][CH:18]=[CH:19][CH:20]=2)([C:9]2[CH:10]=[CH:11][CH:12]=[CH:13][CH:14]=2)[CH:5]([CH2:21][CH2:22][N:23]2[CH2:28][CH2:27][O:26][CH2:25][CH2:24]2)[CH2:4]1.Cl.C(=O)(O)[O-].[Na+], predict the reaction product. The product is: [CH3:1][CH2:2][N:3]1[C:7](=[O:8])[C:6]([C:15]2[CH:20]=[CH:19][CH:18]=[CH:17][CH:16]=2)([C:9]2[CH:10]=[CH:11][CH:12]=[CH:13][CH:14]=2)[CH:5]([CH2:21][CH2:22][N:23]2[CH2:28][CH2:27][O:26][CH2:25][CH2:24]2)[CH2:4]1. (5) Given the reactants [CH3:1][N:2]1[C:10]2[C:5](=[CH:6][CH:7]=[CH:8][CH:9]=2)[C:4]([C:11]([OH:13])=O)=[N:3]1.Cl.[Cl:15][C:16]1[CH:17]=[C:18]([C:23]2[O:27][C:26]([CH2:28][CH2:29][NH2:30])=[CH:25][CH:24]=2)[CH:19]=[CH:20][C:21]=1[Cl:22], predict the reaction product. The product is: [Cl:15][C:16]1[CH:17]=[C:18]([C:23]2[O:27][C:26]([CH2:28][CH2:29][NH:30][C:11]([C:4]3[C:5]4[C:10](=[CH:9][CH:8]=[CH:7][CH:6]=4)[N:2]([CH3:1])[N:3]=3)=[O:13])=[CH:25][CH:24]=2)[CH:19]=[CH:20][C:21]=1[Cl:22]. (6) The product is: [C:1]([O:4][C@@H:5]([C:16]1[CH:17]=[N:18][N:14]([C:10]2[CH:11]=[CH:12][CH:13]=[C:8]([Cl:7])[CH:9]=2)[N:15]=1)[CH3:6])(=[O:3])[CH3:2]. Given the reactants [C:1]([O:4][CH:5]=[CH2:6])(=[O:3])[CH3:2].[Cl:7][C:8]1[CH:9]=[C:10]([N:14]2[N:18]=[C:17](C(O)C)[CH:16]=[N:15]2)[CH:11]=[CH:12][CH:13]=1, predict the reaction product. (7) Given the reactants [N:1]1([C:6]2[N:10]3[CH2:11][CH2:12][N:13](C(OC(C)(C)C)=O)[CH2:14][C:9]3=[N:8][N:7]=2)[CH:5]=[CH:4][CH:3]=[N:2]1.Cl, predict the reaction product. The product is: [N:1]1([C:6]2[N:10]3[CH2:11][CH2:12][NH:13][CH2:14][C:9]3=[N:8][N:7]=2)[CH:5]=[CH:4][CH:3]=[N:2]1. (8) Given the reactants [Cl:1][C:2]1[CH:3]=[C:4]([CH:23]=[CH:24][C:25]=1[C:26]([N:28]1[CH2:32][CH2:31][CH2:30][CH2:29]1)=[O:27])[C:5]([NH:7][C@H:8]([C:13]1[NH:17][C:16]2[CH:18]=[CH:19][C:20]([Cl:22])=[CH:21][C:15]=2[N:14]=1)[CH2:9][S:10][CH2:11][CH3:12])=[O:6].ClC1C=C(C=CC=1)C(OO)=[O:38].C(O)(=O)C.ClCl, predict the reaction product. The product is: [Cl:1][C:2]1[CH:3]=[C:4]([CH:23]=[CH:24][C:25]=1[C:26]([N:28]1[CH2:29][CH2:30][CH2:31][CH2:32]1)=[O:27])[C:5]([NH:7][C@H:8]([C:13]1[NH:17][C:16]2[CH:18]=[CH:19][C:20]([Cl:22])=[CH:21][C:15]=2[N:14]=1)[CH2:9][S:10]([CH2:11][CH3:12])=[O:38])=[O:6].